Dataset: Catalyst prediction with 721,799 reactions and 888 catalyst types from USPTO. Task: Predict which catalyst facilitates the given reaction. (1) Reactant: C([O:5][C:6]([CH:8]1[CH:12]([C:13]2[CH:18]=[CH:17][CH:16]=[C:15]([Cl:19])[CH:14]=2)[C:11]([C:22]2[CH:27]=[CH:26][C:25]([Cl:28])=[CH:24][CH:23]=2)([C:20]#[N:21])[CH:10]([CH2:29][C:30]([CH3:33])([CH3:32])[CH3:31])[NH:9]1)=[O:7])(C)(C)C.[CH:34](=O)[CH3:35].C(O[BH-](OC(=O)C)OC(=O)C)(=O)C.[Na+]. Product: [Cl:19][C:15]1[CH:14]=[C:13]([CH:12]2[C:11]([C:22]3[CH:23]=[CH:24][C:25]([Cl:28])=[CH:26][CH:27]=3)([C:20]#[N:21])[CH:10]([CH2:29][C:30]([CH3:33])([CH3:31])[CH3:32])[N:9]([CH2:34][CH3:35])[CH:8]2[C:6]([OH:5])=[O:7])[CH:18]=[CH:17][CH:16]=1. The catalyst class is: 52. (2) Reactant: [CH2:1]([N:8]1[CH2:13][CH2:12][C:11]([C:15]2[CH:20]=[C:19]([Cl:21])[CH:18]=[CH:17][C:16]=2[O:22][CH3:23])(O)[CH2:10][CH2:9]1)[C:2]1[CH:7]=[CH:6][CH:5]=[CH:4][CH:3]=1.CCN(S(F)(F)[F:30])CC.C([O-])(O)=O.[Na+]. Product: [CH2:1]([N:8]1[CH2:13][CH2:12][C:11]([C:15]2[CH:20]=[C:19]([Cl:21])[CH:18]=[CH:17][C:16]=2[O:22][CH3:23])([F:30])[CH2:10][CH2:9]1)[C:2]1[CH:7]=[CH:6][CH:5]=[CH:4][CH:3]=1. The catalyst class is: 4.